This data is from NCI-60 drug combinations with 297,098 pairs across 59 cell lines. The task is: Regression. Given two drug SMILES strings and cell line genomic features, predict the synergy score measuring deviation from expected non-interaction effect. (1) Drug 1: C1=CC(=CC=C1C#N)C(C2=CC=C(C=C2)C#N)N3C=NC=N3. Drug 2: CCC1(C2=C(COC1=O)C(=O)N3CC4=CC5=C(C=CC(=C5CN(C)C)O)N=C4C3=C2)O.Cl. Cell line: NCI-H460. Synergy scores: CSS=40.2, Synergy_ZIP=9.35, Synergy_Bliss=4.23, Synergy_Loewe=-38.3, Synergy_HSA=-0.980. (2) Drug 1: C1=NC(=NC(=O)N1C2C(C(C(O2)CO)O)O)N. Drug 2: C(CC(=O)O)C(=O)CN.Cl. Cell line: SNB-75. Synergy scores: CSS=8.39, Synergy_ZIP=-1.89, Synergy_Bliss=1.95, Synergy_Loewe=0.339, Synergy_HSA=2.00. (3) Drug 1: CNC(=O)C1=CC=CC=C1SC2=CC3=C(C=C2)C(=NN3)C=CC4=CC=CC=N4. Drug 2: CCCCCOC(=O)NC1=NC(=O)N(C=C1F)C2C(C(C(O2)C)O)O. Cell line: CAKI-1. Synergy scores: CSS=-0.838, Synergy_ZIP=-2.59, Synergy_Bliss=-7.35, Synergy_Loewe=-13.6, Synergy_HSA=-7.75. (4) Drug 1: C1CC(=O)NC(=O)C1N2CC3=C(C2=O)C=CC=C3N. Drug 2: C1CC(C1)(C(=O)O)C(=O)O.[NH2-].[NH2-].[Pt+2]. Cell line: NCI-H522. Synergy scores: CSS=29.1, Synergy_ZIP=-5.64, Synergy_Bliss=-0.167, Synergy_Loewe=-0.439, Synergy_HSA=1.77. (5) Drug 1: C#CCC(CC1=CN=C2C(=N1)C(=NC(=N2)N)N)C3=CC=C(C=C3)C(=O)NC(CCC(=O)O)C(=O)O. Drug 2: CC1C(C(CC(O1)OC2CC(CC3=C2C(=C4C(=C3O)C(=O)C5=C(C4=O)C(=CC=C5)OC)O)(C(=O)CO)O)N)O.Cl. Cell line: MOLT-4. Synergy scores: CSS=47.3, Synergy_ZIP=-4.83, Synergy_Bliss=-6.61, Synergy_Loewe=-3.73, Synergy_HSA=-2.69. (6) Drug 1: CS(=O)(=O)C1=CC(=C(C=C1)C(=O)NC2=CC(=C(C=C2)Cl)C3=CC=CC=N3)Cl. Drug 2: CC1=C(C=C(C=C1)NC(=O)C2=CC=C(C=C2)CN3CCN(CC3)C)NC4=NC=CC(=N4)C5=CN=CC=C5. Cell line: OVCAR3. Synergy scores: CSS=2.24, Synergy_ZIP=-0.129, Synergy_Bliss=0.311, Synergy_Loewe=-2.24, Synergy_HSA=-3.05. (7) Drug 1: CC1=C(C=C(C=C1)NC2=NC=CC(=N2)N(C)C3=CC4=NN(C(=C4C=C3)C)C)S(=O)(=O)N.Cl. Drug 2: C1=CC(=CC=C1CC(C(=O)O)N)N(CCCl)CCCl.Cl. Cell line: A498. Synergy scores: CSS=0.990, Synergy_ZIP=0.956, Synergy_Bliss=-0.947, Synergy_Loewe=-8.97, Synergy_HSA=-5.76. (8) Drug 1: CCCS(=O)(=O)NC1=C(C(=C(C=C1)F)C(=O)C2=CNC3=C2C=C(C=N3)C4=CC=C(C=C4)Cl)F. Drug 2: C1C(C(OC1N2C=NC3=C2NC=NCC3O)CO)O. Cell line: KM12. Synergy scores: CSS=-1.21, Synergy_ZIP=0.222, Synergy_Bliss=-2.03, Synergy_Loewe=-4.27, Synergy_HSA=-5.23. (9) Drug 1: CCC(=C(C1=CC=CC=C1)C2=CC=C(C=C2)OCCN(C)C)C3=CC=CC=C3.C(C(=O)O)C(CC(=O)O)(C(=O)O)O. Drug 2: CC1=C(C(=CC=C1)Cl)NC(=O)C2=CN=C(S2)NC3=CC(=NC(=N3)C)N4CCN(CC4)CCO. Cell line: COLO 205. Synergy scores: CSS=2.66, Synergy_ZIP=-1.69, Synergy_Bliss=1.03, Synergy_Loewe=1.51, Synergy_HSA=1.56.